This data is from Forward reaction prediction with 1.9M reactions from USPTO patents (1976-2016). The task is: Predict the product of the given reaction. (1) Given the reactants [Cl:1][C:2]1[CH:7]=[CH:6][C:5]([C@H:8]([NH:11][C:12]2[N:17]=[C:16]([C:18]#[N:19])[CH:15]=[CH:14][N:13]=2)[CH2:9][CH3:10])=[C:4]([F:20])[C:3]=1[O:21][C:22]1[CH:27]=[CH:26][CH:25]=[CH:24][CH:23]=1, predict the reaction product. The product is: [ClH:1].[NH2:19][CH2:18][C:16]1[CH:15]=[CH:14][N:13]=[C:12]([NH:11][C@@H:8]([C:5]2[CH:6]=[CH:7][C:2]([Cl:1])=[C:3]([O:21][C:22]3[CH:23]=[CH:24][CH:25]=[CH:26][CH:27]=3)[C:4]=2[F:20])[CH2:9][CH3:10])[N:17]=1. (2) The product is: [CH:1]1([N:6]2[CH2:12][C:11]([F:13])([F:14])[C:10](=[O:15])[N:9]([CH3:16])[C:8]3[CH:17]=[N:18][C:19]([NH:21][C:22]4[CH:30]=[CH:29][C:25]([C:26]([NH:36][CH3:40])=[O:27])=[CH:24][C:23]=4[C:31]([F:32])([F:34])[F:33])=[N:20][C:7]2=3)[CH2:5][CH2:4][CH2:3][CH2:2]1. Given the reactants [CH:1]1([N:6]2[CH2:12][C:11]([F:14])([F:13])[C:10](=[O:15])[N:9]([CH3:16])[C:8]3[CH:17]=[N:18][C:19]([NH:21][C:22]4[CH:30]=[CH:29][C:25]([C:26](O)=[O:27])=[CH:24][C:23]=4[C:31]([F:34])([F:33])[F:32])=[N:20][C:7]2=3)[CH2:5][CH2:4][CH2:3][CH2:2]1.O[N:36]1[C:40]2C=CC=CC=2N=N1.F[P-](F)(F)(F)(F)F.CN(C(N(C)C)=[N+]1C2C=CC=CC=2[N+]([O-])=N1)C.C(N(C(C)C)CC)(C)C.Cl.CN, predict the reaction product. (3) Given the reactants [CH2:1]([C:4]1[S:5][CH:6]=[CH:7][CH:8]=1)[CH:2]=[CH2:3].[Cl:9][SiH:10]([Cl:12])[Cl:11], predict the reaction product. The product is: [Cl:9][Si:10]([Cl:12])([Cl:11])[CH2:3][CH2:2][CH2:1][C:4]1[S:5][CH:6]=[CH:7][CH:8]=1. (4) Given the reactants [N+:1]([C:4]1[CH:11]=[CH:10][C:7]([CH2:8]Cl)=[CH:6][CH:5]=1)([O-:3])=[O:2].[CH2:12]([N:14]1[CH2:19][CH2:18][NH:17][CH2:16][CH2:15]1)[CH3:13].C(=O)([O-])[O-].[K+].[K+], predict the reaction product. The product is: [CH2:12]([N:14]1[CH2:19][CH2:18][N:17]([CH2:8][C:7]2[CH:10]=[CH:11][C:4]([N+:1]([O-:3])=[O:2])=[CH:5][CH:6]=2)[CH2:16][CH2:15]1)[CH3:13]. (5) Given the reactants [Cl:1][C:2]1[CH:3]=[CH:4][C:5]([F:32])=[C:6]([C:8]2[CH:13]=[CH:12][C:11]([CH2:14][N:15]([CH2:26][C@@H:27]([OH:31])[C:28]([OH:30])=[O:29])[NH:16][C:17]([C:19]3[O:23][N:22]=[C:21]([O:24][CH3:25])[CH:20]=3)=[O:18])=[CH:10][CH:9]=2)[CH:7]=1.CC(C)=O.[C:37]([O:40][CH2:41]Br)(=[O:39])[CH3:38].CCN(CC)CC.CC(O)=O, predict the reaction product. The product is: [C:37]([O:40][CH2:41][O:29][C:28](=[O:30])[C@H:27]([OH:31])[CH2:26][N:15]([CH2:14][C:11]1[CH:10]=[CH:9][C:8]([C:6]2[CH:7]=[C:2]([Cl:1])[CH:3]=[CH:4][C:5]=2[F:32])=[CH:13][CH:12]=1)[NH:16][C:17]([C:19]1[O:23][N:22]=[C:21]([O:24][CH3:25])[CH:20]=1)=[O:18])(=[O:39])[CH3:38].